From a dataset of Forward reaction prediction with 1.9M reactions from USPTO patents (1976-2016). Predict the product of the given reaction. (1) The product is: [CH2:19]([C@:12]1([CH2:11][NH:10][C:8](=[O:9])[O:1][C:2]2[CH:3]=[CH:4][CH:5]=[CH:6][CH:7]=2)[CH2:17][CH2:16][CH2:15][CH2:14][C:13]1=[O:18])[CH:25]=[CH2:26]. Given the reactants [O:1]([C:8]([NH:10][CH2:11][C:12]1([C:19](OCC=C)=O)[CH2:17][CH2:16][CH2:15][CH2:14][C:13]1=[O:18])=[O:9])[C:2]1[CH:7]=[CH:6][CH:5]=[CH:4][CH:3]=1.[CH3:25][CH2:26]OC(C)=O, predict the reaction product. (2) Given the reactants S(Cl)([Cl:3])=O.[C:5]1([C:11]2[NH:12][C:13]3[CH:19]=[C:18]([S:20]([OH:23])(=O)=[O:21])[CH:17]=[CH:16][C:14]=3[N:15]=2)[CH:10]=[CH:9][CH:8]=[CH:7][CH:6]=1, predict the reaction product. The product is: [C:5]1([C:11]2[NH:12][C:13]3[CH:19]=[C:18]([S:20]([Cl:3])(=[O:23])=[O:21])[CH:17]=[CH:16][C:14]=3[N:15]=2)[CH:10]=[CH:9][CH:8]=[CH:7][CH:6]=1. (3) Given the reactants [CH3:1][O:2][C:3]1[CH:4]=[C:5]([OH:18])[CH:6]=[C:7]([O:16][CH3:17])[C:8]=1[CH2:9][N:10]1[CH2:15][CH2:14][CH2:13][CH2:12][CH2:11]1.N1C=CC=CC=1.[F:25][C:26]([F:39])([F:38])[S:27](O[S:27]([C:26]([F:39])([F:38])[F:25])(=[O:29])=[O:28])(=[O:29])=[O:28], predict the reaction product. The product is: [CH3:1][O:2][C:3]1[CH:4]=[C:5]([O:18][S:27]([C:26]([F:39])([F:38])[F:25])(=[O:29])=[O:28])[CH:6]=[C:7]([O:16][CH3:17])[C:8]=1[CH2:9][N:10]1[CH2:11][CH2:12][CH2:13][CH2:14][CH2:15]1.